This data is from Full USPTO retrosynthesis dataset with 1.9M reactions from patents (1976-2016). The task is: Predict the reactants needed to synthesize the given product. (1) Given the product [Si:31]([O:30][CH2:29][CH:28]([N:15]1[CH:14]=[C:13]([C:11]2[N:10]3[CH:18]=[CH:19][N:20]=[C:9]3[CH:8]=[C:7]([C:5]3[CH:4]=[N:3][N:2]([CH3:1])[CH:6]=3)[N:12]=2)[CH:17]=[N:16]1)[CH:38]1[CH2:39][CH2:40]1)([C:34]([CH3:37])([CH3:36])[CH3:35])([CH3:33])[CH3:32], predict the reactants needed to synthesize it. The reactants are: [CH3:1][N:2]1[CH:6]=[C:5]([C:7]2[N:12]=[C:11]([C:13]3[CH:14]=[N:15][NH:16][CH:17]=3)[N:10]3[CH:18]=[CH:19][N:20]=[C:9]3[CH:8]=2)[CH:4]=[N:3]1.[H-].[Na+].CS(O[CH:28]([CH:38]1[CH2:40][CH2:39]1)[CH2:29][O:30][Si:31]([C:34]([CH3:37])([CH3:36])[CH3:35])([CH3:33])[CH3:32])(=O)=O. (2) Given the product [CH3:7][O:8][C:9](=[O:24])[CH2:10][C:11]1[C:12]([CH3:23])=[N:13][N:14]([C:29]2[CH:28]=[N:27][C:26]([Cl:25])=[N:31][CH:30]=2)[C:15]=1[C:16]1[CH:21]=[CH:20][C:19]([Cl:22])=[CH:18][CH:17]=1, predict the reactants needed to synthesize it. The reactants are: N1C=CC=CC=1.[CH3:7][O:8][C:9](=[O:24])[CH2:10][C:11]1[C:12]([CH3:23])=[N:13][NH:14][C:15]=1[C:16]1[CH:21]=[CH:20][C:19]([Cl:22])=[CH:18][CH:17]=1.[Cl:25][C:26]1[N:31]=[CH:30][C:29](B(O)O)=[CH:28][N:27]=1.Cl. (3) Given the product [OH2:30].[BrH:1].[BrH:1].[F:2][C:3]1[CH:8]=[CH:7][C:6]([C@@H:9]([N:11]2[CH2:16][CH2:15][CH2:14]/[C:13](=[CH:17]\[C:18]3[CH:23]=[CH:22][C:21]([N:24]4[CH:28]=[C:27]([CH3:29])[N:26]=[CH:25]4)=[C:20]([O:30][CH3:31])[CH:19]=3)/[C:12]2=[O:32])[CH3:10])=[CH:5][CH:4]=1, predict the reactants needed to synthesize it. The reactants are: [BrH:1].[F:2][C:3]1[CH:8]=[CH:7][C:6]([C@@H:9]([N:11]2[CH2:16][CH2:15][CH2:14]/[C:13](=[CH:17]\[C:18]3[CH:23]=[CH:22][C:21]([N:24]4[CH:28]=[C:27]([CH3:29])[N:26]=[CH:25]4)=[C:20]([O:30][CH3:31])[CH:19]=3)/[C:12]2=[O:32])[CH3:10])=[CH:5][CH:4]=1.